This data is from Full USPTO retrosynthesis dataset with 1.9M reactions from patents (1976-2016). The task is: Predict the reactants needed to synthesize the given product. (1) The reactants are: Cl.[Cl:2][C:3]1[CH:8]=[CH:7][C:6]([F:9])=[CH:5][C:4]=1[NH:10][NH2:11].C(=O)([O-])[O-].[K+].[K+].[C:18](OCC)(=[O:26])[C:19]#[C:20][C:21]([O:23][CH2:24][CH3:25])=[O:22].Cl. Given the product [Cl:2][C:3]1[CH:8]=[CH:7][C:6]([F:9])=[CH:5][C:4]=1[N:10]1[C:18]([OH:26])=[CH:19][C:20]([C:21]([O:23][CH2:24][CH3:25])=[O:22])=[N:11]1, predict the reactants needed to synthesize it. (2) Given the product [Cl:1][C:2]1[CH:8]=[C:7]([O:9][C:10]2[C:19]3[C:14](=[CH:15][C:16]([O:22][CH3:23])=[C:17]([O:20][CH3:21])[CH:18]=3)[N:13]=[CH:12][CH:11]=2)[CH:6]=[CH:5][C:3]=1[NH:4][C:33]([NH:32][C:27]1[CH:28]=[CH:29][CH:30]=[CH:31][C:26]=1[O:25][CH3:24])=[O:34], predict the reactants needed to synthesize it. The reactants are: [Cl:1][C:2]1[CH:8]=[C:7]([O:9][C:10]2[C:19]3[C:14](=[CH:15][C:16]([O:22][CH3:23])=[C:17]([O:20][CH3:21])[CH:18]=3)[N:13]=[CH:12][CH:11]=2)[CH:6]=[CH:5][C:3]=1[NH2:4].[CH3:24][O:25][C:26]1[CH:31]=[CH:30][CH:29]=[CH:28][C:27]=1[N:32]=[C:33]=[O:34].CO. (3) The reactants are: [Br:1][C:2]1[CH:7]=[C:6]([N+:8]([O-:10])=[O:9])[C:5](F)=[CH:4][N+:3]=1[O-:12].[CH:13]1([NH2:16])[CH2:15][CH2:14]1. Given the product [Br:1][C:2]1[CH:7]=[C:6]([N+:8]([O-:10])=[O:9])[C:5]([NH:16][CH:13]2[CH2:15][CH2:14]2)=[CH:4][N+:3]=1[O-:12], predict the reactants needed to synthesize it. (4) The reactants are: [N+:1]([C:4]1[CH:5]=[CH:6][C:7]([SH:10])=[N:8][CH:9]=1)([O-:3])=[O:2].[OH-].[Na+].Cl.Cl[CH2:15][C:16]1[CH:21]=[CH:20][CH:19]=[CH:18][N:17]=1. Given the product [N+:1]([C:4]1[CH:5]=[CH:6][C:7]([S:10][CH2:15][C:16]2[CH:21]=[CH:20][CH:19]=[CH:18][N:17]=2)=[N:8][CH:9]=1)([O-:3])=[O:2], predict the reactants needed to synthesize it.